The task is: Predict the product of the given reaction.. This data is from Forward reaction prediction with 1.9M reactions from USPTO patents (1976-2016). (1) The product is: [Cl:1][C:2]1[CH:3]=[C:4](/[CH:8]=[CH:9]/[C@H:10]2[CH2:14][CH2:13][CH2:12][NH:11]2)[CH:5]=[CH:6][CH:7]=1. Given the reactants [Cl:1][C:2]1[CH:3]=[C:4](/[CH:8]=[CH:9]/[C@H:10]2[CH2:14][CH2:13][CH2:12][N:11]2C(OC(C)(C)C)=O)[CH:5]=[CH:6][CH:7]=1.Cl, predict the reaction product. (2) Given the reactants [Cl:1][C:2]1[CH:3]=[C:4]([C:10]2[N:14]([CH2:15][C:16]([O:18]CC)=O)[N:13]=[C:12]([C:21]3[CH:26]=[CH:25][N:24]=[CH:23][CH:22]=3)[N:11]=2)[CH:5]=[CH:6][C:7]=1[O:8][CH3:9].[CH:27]1([NH2:32])[CH2:31][CH2:30][CH2:29][CH2:28]1, predict the reaction product. The product is: [Cl:1][C:2]1[CH:3]=[C:4]([C:10]2[N:14]([CH2:15][C:16]([NH:32][CH:27]3[CH2:31][CH2:30][CH2:29][CH2:28]3)=[O:18])[N:13]=[C:12]([C:21]3[CH:26]=[CH:25][N:24]=[CH:23][CH:22]=3)[N:11]=2)[CH:5]=[CH:6][C:7]=1[O:8][CH3:9]. (3) Given the reactants Cl.[CH3:2][NH2:3].[F:4][C:5]1[C:13]([N+:14]([O-:16])=[O:15])=[CH:12][CH:11]=[CH:10][C:6]=1[C:7](Cl)=[O:8], predict the reaction product. The product is: [F:4][C:5]1[C:13]([N+:14]([O-:16])=[O:15])=[CH:12][CH:11]=[CH:10][C:6]=1[C:7]([NH:3][CH3:2])=[O:8]. (4) The product is: [CH2:19]([O:18][CH2:17][CH2:16][N:1]1[C:9]2[C:4](=[CH:5][CH:6]=[CH:7][CH:8]=2)[C:3]([C:10]([O:12][CH2:13][CH3:14])=[O:11])=[N:2]1)[C:20]1[CH:25]=[CH:24][CH:23]=[CH:22][CH:21]=1. Given the reactants [NH:1]1[C:9]2[C:4](=[CH:5][CH:6]=[CH:7][CH:8]=2)[C:3]([C:10]([O:12][CH2:13][CH3:14])=[O:11])=[N:2]1.Br[CH2:16][CH2:17][O:18][CH2:19][C:20]1[CH:25]=[CH:24][CH:23]=[CH:22][CH:21]=1, predict the reaction product. (5) The product is: [N:60]([C@@H:21]1[C@@H:20]([CH2:19][O:18][Si:1]([C:14]([CH3:17])([CH3:16])[CH3:15])([C:8]2[CH:13]=[CH:12][CH:11]=[CH:10][CH:9]=2)[C:2]2[CH:7]=[CH:6][CH:5]=[CH:4][CH:3]=2)[O:25][CH2:24][CH2:23][CH2:22]1)=[N+:61]=[N-:62]. Given the reactants [Si:1]([O:18][CH2:19][C@H:20]1[O:25][CH2:24][CH2:23][CH2:22][C@H:21]1O)([C:14]([CH3:17])([CH3:16])[CH3:15])([C:8]1[CH:13]=[CH:12][CH:11]=[CH:10][CH:9]=1)[C:2]1[CH:7]=[CH:6][CH:5]=[CH:4][CH:3]=1.C1C=CC(P(C2C=CC=CC=2)C2C=CC=CC=2)=CC=1.C1C=CC(P([N:60]=[N+:61]=[N-:62])(C2C=CC=CC=2)=O)=CC=1.CCOC(/N=N/C(OCC)=O)=O, predict the reaction product. (6) Given the reactants [N+:1]([C:4]1[CH:12]=[CH:11][C:7]([C:8](Cl)=[O:9])=[CH:6][CH:5]=1)([O-:3])=[O:2].[CH3:13][O:14][C:15]1[CH:20]=[CH:19][C:18]([NH2:21])=[CH:17][CH:16]=1.O.Cl, predict the reaction product. The product is: [CH3:13][O:14][C:15]1[CH:20]=[CH:19][C:18]([NH:21][C:8](=[O:9])[C:7]2[CH:11]=[CH:12][C:4]([N+:1]([O-:3])=[O:2])=[CH:5][CH:6]=2)=[CH:17][CH:16]=1. (7) The product is: [CH3:1][O:2][C:3](=[O:41])[N:4]([CH2:5][C:6]1[CH:11]=[C:10]([C:12]([F:15])([F:14])[F:13])[CH:9]=[C:8]([NH2:16])[CH:7]=1)[CH2:19][C:20]1[CH:25]=[C:24]([C:26]([F:29])([F:28])[F:27])[CH:23]=[CH:22][C:21]=1[C:30]1[CH:35]=[C:34]([CH:36]([CH3:38])[CH3:37])[CH:33]=[CH:32][C:31]=1[O:39][CH3:40]. Given the reactants [CH3:1][O:2][C:3](=[O:41])[N:4]([CH2:19][C:20]1[CH:25]=[C:24]([C:26]([F:29])([F:28])[F:27])[CH:23]=[CH:22][C:21]=1[C:30]1[CH:35]=[C:34]([CH:36]([CH3:38])[CH3:37])[CH:33]=[CH:32][C:31]=1[O:39][CH3:40])[CH2:5][C:6]1[CH:11]=[C:10]([C:12]([F:15])([F:14])[F:13])[CH:9]=[C:8]([N+:16]([O-])=O)[CH:7]=1, predict the reaction product.